From a dataset of Reaction yield outcomes from USPTO patents with 853,638 reactions. Predict the reaction yield, written as a fraction of the theoretical maximum amount of product (1.0 means a 100% yield; for example, 0.34 means a 34% yield). (1) The reactants are [C:1](=[O:11])([S:6][C:7]([CH3:10])([CH3:9])[CH3:8])[O:2][CH:3](Cl)[CH3:4].[C:12]([OH:17])(=[O:16])[CH:13]([CH3:15])[CH3:14].C(N(C(C)C)CC)(C)C. The catalyst is CCOCC. The yield is 0.900. The product is [C:1](=[O:11])([S:6][C:7]([CH3:10])([CH3:9])[CH3:8])[O:2][CH:3]([O:17][C:12](=[O:16])[CH:13]([CH3:15])[CH3:14])[CH3:4]. (2) The reactants are [Cl:1][C:2]1[CH:3]=[CH:4][C:5]([CH:17]=O)=[C:6]([N:8]2[CH2:13][CH2:12][CH:11]([C:14]([NH2:16])=[O:15])[CH2:10][CH2:9]2)[CH:7]=1.Cl.[N:20]1([C:26]([O:28][CH:29]([C:34]([F:37])([F:36])[F:35])[C:30]([F:33])([F:32])[F:31])=[O:27])[CH2:25][CH2:24][NH:23][CH2:22][CH2:21]1.CN(C=O)C.[BH-](OC(C)=O)(OC(C)=O)OC(C)=O.[Na+]. The catalyst is CCOC(C)=O. The product is [C:14]([CH:11]1[CH2:10][CH2:9][N:8]([C:6]2[CH:7]=[C:2]([Cl:1])[CH:3]=[CH:4][C:5]=2[CH2:17][N:23]2[CH2:22][CH2:21][N:20]([C:26]([O:28][CH:29]([C:30]([F:31])([F:32])[F:33])[C:34]([F:37])([F:36])[F:35])=[O:27])[CH2:25][CH2:24]2)[CH2:13][CH2:12]1)(=[O:15])[NH2:16]. The yield is 0.290. (3) The reactants are C(O[C:4](=[N:6][C:7](=O)[C:8]1[CH:13]=[CH:12][CH:11]=[C:10]([Br:14])[CH:9]=1)[CH3:5])C.Cl.[NH:17]([C:19]1[CH:24]=[CH:23][C:22]([S:25]([NH2:28])(=[O:27])=[O:26])=[CH:21][CH:20]=1)[NH2:18].C(N(CC)CC)C.O. The catalyst is ClCCl.CO. The product is [Br:14][C:10]1[CH:9]=[C:8]([C:7]2[N:17]([C:19]3[CH:20]=[CH:21][C:22]([S:25]([NH2:28])(=[O:27])=[O:26])=[CH:23][CH:24]=3)[N:18]=[C:4]([CH3:5])[N:6]=2)[CH:13]=[CH:12][CH:11]=1. The yield is 0.660. (4) The reactants are [Br:1][C:2]1[CH:3]=[C:4]2[CH2:10][CH2:9][NH:8][C:5]2=[N:6][CH:7]=1.ClC1C(=O)C(C#N)=C(C#N)C(=O)C=1Cl.O.C(OCC)(=O)C. The catalyst is C1(C)C=CC=CC=1. The product is [Br:1][C:2]1[CH:3]=[C:4]2[CH:10]=[CH:9][NH:8][C:5]2=[N:6][CH:7]=1. The yield is 0.440.